Dataset: Catalyst prediction with 721,799 reactions and 888 catalyst types from USPTO. Task: Predict which catalyst facilitates the given reaction. (1) Reactant: Cl.[Cl:2][C:3]1[CH:4]=[C:5]([C:9]2[O:10][C:11]3[CH2:16][CH2:15][NH:14][CH2:13][C:12]=3[N:17]=2)[CH:6]=[CH:7][CH:8]=1.Cl[C:19]1[C:24]([C:25]#[N:26])=[CH:23][CH:22]=[CH:21][N:20]=1.CCN(C(C)C)C(C)C. Product: [Cl:2][C:3]1[CH:4]=[C:5]([C:9]2[O:10][C:11]3[CH2:16][CH2:15][N:14]([C:19]4[N:20]=[CH:21][CH:22]=[CH:23][C:24]=4[C:25]#[N:26])[CH2:13][C:12]=3[N:17]=2)[CH:6]=[CH:7][CH:8]=1. The catalyst class is: 3. (2) Product: [CH3:1][C:2]1[CH:3]=[N:4][C:5]([CH:8]=[O:9])=[N:6][CH:7]=1. Reactant: [CH3:1][C:2]1[CH:3]=[N:4][C:5]([CH2:8][OH:9])=[N:6][CH:7]=1. The catalyst class is: 428. (3) Reactant: [OH:1][C:2]1[CH:3]=[C:4]2[C:8](=[CH:9][CH:10]=1)[CH2:7][C@H:6]([NH:11][S:12]([CH:15]([CH3:17])[CH3:16])(=[O:14])=[O:13])[CH2:5]2.[H-].[Na+].Br[CH2:21][C:22]1[CH:29]=[CH:28][CH:27]=[CH:26][C:23]=1[C:24]#[N:25]. Product: [C:24]([C:23]1[CH:26]=[CH:27][CH:28]=[CH:29][C:22]=1[CH2:21][O:1][C:2]1[CH:3]=[C:4]2[C:8](=[CH:9][CH:10]=1)[CH2:7][C@H:6]([NH:11][S:12]([CH:15]([CH3:17])[CH3:16])(=[O:14])=[O:13])[CH2:5]2)#[N:25]. The catalyst class is: 3. (4) Reactant: [CH2:1]([N:8]1[C:13](=[O:14])[C:12]([C:15]2[CH:20]=[CH:19][C:18]([F:21])=[CH:17][CH:16]=2)=[C:11](OS(C(F)(F)F)(=O)=O)[CH:10]=[N:9]1)[C:2]1[CH:7]=[CH:6][CH:5]=[CH:4][CH:3]=1.[CH3:30][S:31][C:32]1[CH:37]=[CH:36][C:35](B(O)O)=[CH:34][CH:33]=1.CCN(CC)CC. Product: [CH2:1]([N:8]1[C:13](=[O:14])[C:12]([C:15]2[CH:20]=[CH:19][C:18]([F:21])=[CH:17][CH:16]=2)=[C:11]([C:35]2[CH:36]=[CH:37][C:32]([S:31][CH3:30])=[CH:33][CH:34]=2)[CH:10]=[N:9]1)[C:2]1[CH:7]=[CH:6][CH:5]=[CH:4][CH:3]=1. The catalyst class is: 109. (5) Reactant: [CH2:1]([O:8][C:9](=[O:29])[NH:10][C@@H:11]1[C:14](=[O:15])[N:13]([CH2:16][C:17]2[CH:22]=[CH:21][C:20]([O:23][CH3:24])=[CH:19][C:18]=2[O:25][CH3:26])[C@@H:12]1[CH2:27]O)[C:2]1[CH:7]=[CH:6][CH:5]=[CH:4][CH:3]=1.[Si:30]([O:37][CH2:38][C:39]1[N:40]=[N:41][NH:42][CH:43]=1)([C:33]([CH3:36])([CH3:35])[CH3:34])([CH3:32])[CH3:31].C1C=CC(P(C2C=CC=CC=2)C2C=CC=CC=2)=CC=1.CC(OC(/N=N/C(OC(C)C)=O)=O)C. Product: [CH2:1]([O:8][C:9](=[O:29])[NH:10][C@@H:11]1[C:14](=[O:15])[N:13]([CH2:16][C:17]2[CH:22]=[CH:21][C:20]([O:23][CH3:24])=[CH:19][C:18]=2[O:25][CH3:26])[C@@H:12]1[CH2:27][N:41]1[N:40]=[C:39]([CH2:38][O:37][Si:30]([C:33]([CH3:36])([CH3:34])[CH3:35])([CH3:32])[CH3:31])[CH:43]=[N:42]1)[C:2]1[CH:7]=[CH:6][CH:5]=[CH:4][CH:3]=1. The catalyst class is: 1. (6) Reactant: [CH:1]([C:3]1[C:4]([O:14][CH2:15][C:16]2[CH:39]=[CH:38][C:19]([O:20][CH2:21][C:22]3[N:23]=[C:24]([C:28]4[CH:37]=[CH:36][CH:35]=[CH:34][C:29]=4[C:30]([O:32][CH3:33])=[O:31])[O:25][C:26]=3[CH3:27])=[C:18]([O:40][CH3:41])[CH:17]=2)=[N:5][N:6]([C:8]2[CH:13]=[CH:12][CH:11]=[CH:10][CH:9]=2)[CH:7]=1)=O.[CH2:42]([P:51](=[O:58])([O:55][CH2:56][CH3:57])[O:52][CH2:53][CH3:54])P(=O)(OCC)OCC.CN(C)C=O.[H-].[Na+]. Product: [CH2:56]([O:55][P:51](/[CH:42]=[CH:1]/[C:3]1[C:4]([O:14][CH2:15][C:16]2[CH:39]=[CH:38][C:19]([O:20][CH2:21][C:22]3[N:23]=[C:24]([C:28]4[CH:37]=[CH:36][CH:35]=[CH:34][C:29]=4[C:30]([O:32][CH3:33])=[O:31])[O:25][C:26]=3[CH3:27])=[C:18]([O:40][CH3:41])[CH:17]=2)=[N:5][N:6]([C:8]2[CH:9]=[CH:10][CH:11]=[CH:12][CH:13]=2)[CH:7]=1)([O:52][CH2:53][CH3:54])=[O:58])[CH3:57]. The catalyst class is: 6. (7) Reactant: [F:1][C:2]1[CH:3]=[C:4]2[C:8](=[CH:9][CH:10]=1)[NH:7][C:6]([C:11]([O:13][CH2:14][CH3:15])=[O:12])=[CH:5]2.[Cl:16][C:17]1[CH:22]=[CH:21][C:20]([S:23][S:23][C:20]2[CH:21]=[CH:22][C:17]([Cl:16])=[CH:18][CH:19]=2)=[CH:19][CH:18]=1.C([O-])([O-])=O.[Cs+].[Cs+].O. Product: [Cl:16][C:17]1[CH:22]=[CH:21][C:20]([S:23][C:5]2[C:4]3[C:8](=[CH:9][CH:10]=[C:2]([F:1])[CH:3]=3)[NH:7][C:6]=2[C:11]([O:13][CH2:14][CH3:15])=[O:12])=[CH:19][CH:18]=1. The catalyst class is: 3. (8) Reactant: [Br:1][C:2]1[CH:3]=[N:4][C:5]([C:8]2[CH:13]=[CH:12][C:11]([CH2:14][C@H:15]([NH:23][C:24]([C:26]3[S:27][C:28]([C:31]([CH3:34])([CH3:33])[CH3:32])=[CH:29][CH:30]=3)=[O:25])[C:16]([O:18]C(C)(C)C)=[O:17])=[CH:10][CH:9]=2)=[N:6][CH:7]=1.C(O)(C(F)(F)F)=O. Product: [Br:1][C:2]1[CH:7]=[N:6][C:5]([C:8]2[CH:9]=[CH:10][C:11]([CH2:14][C@H:15]([NH:23][C:24]([C:26]3[S:27][C:28]([C:31]([CH3:34])([CH3:33])[CH3:32])=[CH:29][CH:30]=3)=[O:25])[C:16]([OH:18])=[O:17])=[CH:12][CH:13]=2)=[N:4][CH:3]=1. The catalyst class is: 2.